This data is from Orexin1 receptor HTS with 218,158 compounds and 233 confirmed actives. The task is: Binary Classification. Given a drug SMILES string, predict its activity (active/inactive) in a high-throughput screening assay against a specified biological target. (1) The molecule is s1c(nc2c1cccc2)c1oc(cc1)C(=O)Nc1sc(cn1)C. The result is 1 (active). (2) The compound is O=C(N1CCN(CC1)c1ncccc1)c1cc2N(Cc3c(ccc(c3)C)C)C(=O)c3c(S(=O)c2cc1)cccc3. The result is 0 (inactive). (3) The drug is S(=O)(=O)(N(CC(=O)Nc1c2c(ccc1)cccc2)c1c(OCC)cccc1)C. The result is 0 (inactive). (4) The drug is O=c1n(c(N)c(N(CC)C(=O)CO\N=C\c2c(OC)cc(OC)cc2)c(=O)[nH]1)Cc1ccccc1. The result is 1 (active). (5) The compound is S(=O)(=O)(Nc1c(C(=O)NCC(N2CCCCC2)(C)C)cccc1)C. The result is 0 (inactive). (6) The molecule is S(C=1N(c2ccc(OCC)cc2)C(=O)C(/N1)=C/c1ccccc1)C. The result is 0 (inactive).